From a dataset of Full USPTO retrosynthesis dataset with 1.9M reactions from patents (1976-2016). Predict the reactants needed to synthesize the given product. (1) Given the product [CH2:1]([NH:8][CH2:15][CH2:16][CH2:17][N:18]1[CH2:24][C:23](=[O:25])[C:22]([CH:27]2[CH2:30][CH2:29][CH2:28]2)([OH:26])[C:21]2[CH:31]=[CH:32][CH:33]=[CH:34][C:20]=2[CH2:19]1)[C:2]1[CH:7]=[CH:6][CH:5]=[CH:4][CH:3]=1, predict the reactants needed to synthesize it. The reactants are: [CH2:1]([N:8]([CH2:15][CH2:16][CH2:17][N:18]1[CH2:24][C:23](=[O:25])[C:22]([CH:27]2[CH2:30][CH2:29][CH2:28]2)([OH:26])[C:21]2[CH:31]=[CH:32][CH:33]=[CH:34][C:20]=2[CH2:19]1)C(=O)C(F)(F)F)[C:2]1[CH:7]=[CH:6][CH:5]=[CH:4][CH:3]=1.C([O-])([O-])=O.[K+].[K+]. (2) Given the product [F:19][C:16]1[CH:17]=[CH:18][C:13]([N:10]2[CH:11]=[CH:12][C:8]([C:6]([OH:7])=[O:5])=[N:9]2)=[N:14][CH:15]=1, predict the reactants needed to synthesize it. The reactants are: [OH-].[Na+].C([O:5][C:6]([C:8]1[CH:12]=[CH:11][N:10]([C:13]2[CH:18]=[CH:17][C:16]([F:19])=[CH:15][N:14]=2)[N:9]=1)=[O:7])C.